From a dataset of Forward reaction prediction with 1.9M reactions from USPTO patents (1976-2016). Predict the product of the given reaction. Given the reactants [F:1][C:2]([F:35])([F:34])[C:3]1[CH:4]=[C:5]([C:13]([CH3:33])([CH3:32])[C:14]([N:16]([C:18]2[CH:19]=[N:20][C:21](Cl)=[CH:22][C:23]=2[C:24]2[CH:29]=[CH:28][CH:27]=[CH:26][C:25]=2[CH3:30])[CH3:17])=[O:15])[CH:6]=[C:7]([C:9]([F:12])([F:11])[F:10])[CH:8]=1.[S:36]1(=[O:46])(=[O:45])[N:40]2[CH2:41][CH2:42][NH:43][CH2:44][CH:39]2[CH2:38][CH2:37]1.C(=O)([O-])[O-].[K+].[K+].[NH4+].[Cl-], predict the reaction product. The product is: [F:1][C:2]([F:35])([F:34])[C:3]1[CH:4]=[C:5]([C:13]([CH3:33])([CH3:32])[C:14]([N:16]([C:18]2[CH:19]=[N:20][C:21]([N:43]3[CH2:42][CH2:41][N:40]4[S:36](=[O:46])(=[O:45])[CH2:37][CH2:38][CH:39]4[CH2:44]3)=[CH:22][C:23]=2[C:24]2[CH:29]=[CH:28][CH:27]=[CH:26][C:25]=2[CH3:30])[CH3:17])=[O:15])[CH:6]=[C:7]([C:9]([F:12])([F:11])[F:10])[CH:8]=1.